Task: Predict which catalyst facilitates the given reaction.. Dataset: Catalyst prediction with 721,799 reactions and 888 catalyst types from USPTO (1) Reactant: [CH3:1][O:2][C:3]1[CH:4]=[C:5]2[C:10](=[CH:11][C:12]=1[O:13][CH3:14])[N:9]=[CH:8][C:7]([C:15]#[N:16])=[C:6]2[CH3:17].C(OC([NH:25][C:26]1[CH:31]=[CH:30][N:29]=[CH:28][C:27]=1[O:32][C:33]1[CH:34]=[N:35][CH:36]=[C:37]([CH:42]=1)[C:38](OC)=O)=O)(C)(C)C.C[Si]([N-:47][Si](C)(C)C)(C)C.[Li+].C([O-])(=O)C.[NH4+]. Product: [NH2:25][C:26]1[CH:31]=[CH:30][N:29]=[CH:28][C:27]=1[O:32][C:33]1[CH:42]=[C:37]([C:38]2[CH:17]=[C:6]3[C:7](=[C:15]([NH2:47])[N:16]=2)[CH:8]=[N:9][C:10]2[CH:11]=[C:12]([O:13][CH3:14])[C:3]([O:2][CH3:1])=[CH:4][C:5]3=2)[CH:36]=[N:35][CH:34]=1. The catalyst class is: 506. (2) Product: [Br:1][C:11]1[CH:12]=[C:7]([OH:6])[C:8]([O:15][CH3:16])=[CH:9][C:10]=1[CH:13]=[O:14]. Reactant: [Br-:1].[K+].C([O:6][C:7]1[CH:12]=[CH:11][C:10]([CH:13]=[O:14])=[CH:9][C:8]=1[O:15][CH3:16])(=O)C.BrBr. The catalyst class is: 6. (3) Reactant: C(CCC1C(CCCCCCOC2C=C(C3C=CC(F)=C(F)C=3)C=C(C(=O)N(C)C)C=2)=CC=CC=1OCCCC(O)=O)(O)=O.C([O:47][C:48](=[O:94])[CH2:49][CH2:50][CH2:51][O:52][C:53]1[CH:58]=[CH:57][CH:56]=[C:55]([CH2:59][CH2:60][CH2:61][CH2:62][CH2:63][CH2:64][O:65][C:66]2[CH:67]=[C:68]([C:81]3[CH:86]=[CH:85][CH:84]=[CH:83][CH:82]=3)[CH:69]=[C:70]([C:72]([N:74]3[CH2:78][CH2:77][C:76]([F:80])([F:79])[CH2:75]3)=[O:73])[CH:71]=2)[C:54]=1[CH2:87][CH2:88][C:89]([O:91]CC)=[O:90])C.[OH-].[Na+]. Product: [C:89]([CH2:88][CH2:87][C:54]1[C:55]([CH2:59][CH2:60][CH2:61][CH2:62][CH2:63][CH2:64][O:65][C:66]2[CH:67]=[C:68]([C:81]3[CH:82]=[CH:83][CH:84]=[CH:85][CH:86]=3)[CH:69]=[C:70]([C:72]([N:74]3[CH2:78][CH2:77][C:76]([F:80])([F:79])[CH2:75]3)=[O:73])[CH:71]=2)=[CH:56][CH:57]=[CH:58][C:53]=1[O:52][CH2:51][CH2:50][CH2:49][C:48]([OH:94])=[O:47])([OH:91])=[O:90]. The catalyst class is: 14. (4) Reactant: [N:1]([C@H:4]1[C:13]2[C:8](=[CH:9][CH:10]=[C:11]([F:14])[CH:12]=2)[O:7][C:6]([CH2:17][F:18])([CH2:15][F:16])[CH2:5]1)=[N+]=[N-]. Product: [F:14][C:11]1[CH:12]=[C:13]2[C:8](=[CH:9][CH:10]=1)[O:7][C:6]([CH2:15][F:16])([CH2:17][F:18])[CH2:5][C@H:4]2[NH2:1]. The catalyst class is: 43. (5) Reactant: [C:1]([N:5]1[CH2:10][CH2:9][N:8]([C:11]2[CH:16]=[CH:15][C:14]([N+:17]([O-])=O)=[CH:13][CH:12]=2)[CH2:7][CH2:6]1)([CH3:4])([CH3:3])[CH3:2].[Cl-].[NH4+]. Product: [C:1]([N:5]1[CH2:10][CH2:9][N:8]([C:11]2[CH:12]=[CH:13][C:14]([NH2:17])=[CH:15][CH:16]=2)[CH2:7][CH2:6]1)([CH3:4])([CH3:2])[CH3:3]. The catalyst class is: 406.